This data is from NCI-60 drug combinations with 297,098 pairs across 59 cell lines. The task is: Regression. Given two drug SMILES strings and cell line genomic features, predict the synergy score measuring deviation from expected non-interaction effect. (1) Drug 2: CC1=CC=C(C=C1)C2=CC(=NN2C3=CC=C(C=C3)S(=O)(=O)N)C(F)(F)F. Drug 1: COC1=CC(=CC(=C1O)OC)C2C3C(COC3=O)C(C4=CC5=C(C=C24)OCO5)OC6C(C(C7C(O6)COC(O7)C8=CC=CS8)O)O. Synergy scores: CSS=24.7, Synergy_ZIP=-1.49, Synergy_Bliss=2.71, Synergy_Loewe=-15.8, Synergy_HSA=1.51. Cell line: TK-10. (2) Drug 1: CC1=C(C(=CC=C1)Cl)NC(=O)C2=CN=C(S2)NC3=CC(=NC(=N3)C)N4CCN(CC4)CCO. Drug 2: CC1C(C(CC(O1)OC2CC(CC3=C2C(=C4C(=C3O)C(=O)C5=C(C4=O)C(=CC=C5)OC)O)(C(=O)CO)O)N)O.Cl. Cell line: COLO 205. Synergy scores: CSS=41.8, Synergy_ZIP=2.47, Synergy_Bliss=3.35, Synergy_Loewe=-4.39, Synergy_HSA=2.25. (3) Drug 1: C1CCC(C1)C(CC#N)N2C=C(C=N2)C3=C4C=CNC4=NC=N3. Drug 2: C1=NC(=NC(=O)N1C2C(C(C(O2)CO)O)O)N. Cell line: OVCAR3. Synergy scores: CSS=10.4, Synergy_ZIP=3.42, Synergy_Bliss=5.21, Synergy_Loewe=-5.99, Synergy_HSA=0.919. (4) Drug 1: CC1C(C(=O)NC(C(=O)N2CCCC2C(=O)N(CC(=O)N(C(C(=O)O1)C(C)C)C)C)C(C)C)NC(=O)C3=C4C(=C(C=C3)C)OC5=C(C(=O)C(=C(C5=N4)C(=O)NC6C(OC(=O)C(N(C(=O)CN(C(=O)C7CCCN7C(=O)C(NC6=O)C(C)C)C)C)C(C)C)C)N)C. Drug 2: CCN(CC)CCNC(=O)C1=C(NC(=C1C)C=C2C3=C(C=CC(=C3)F)NC2=O)C. Cell line: EKVX. Synergy scores: CSS=2.03, Synergy_ZIP=1.56, Synergy_Bliss=5.81, Synergy_Loewe=-2.50, Synergy_HSA=-1.94. (5) Drug 1: CC=C1C(=O)NC(C(=O)OC2CC(=O)NC(C(=O)NC(CSSCCC=C2)C(=O)N1)C(C)C)C(C)C. Drug 2: CCC1(C2=C(COC1=O)C(=O)N3CC4=CC5=C(C=CC(=C5CN(C)C)O)N=C4C3=C2)O.Cl. Cell line: K-562. Synergy scores: CSS=67.6, Synergy_ZIP=1.16, Synergy_Bliss=0.851, Synergy_Loewe=-11.9, Synergy_HSA=-0.577. (6) Drug 1: COC1=C(C=C2C(=C1)N=CN=C2NC3=CC(=C(C=C3)F)Cl)OCCCN4CCOCC4. Drug 2: C1CN1P(=S)(N2CC2)N3CC3. Cell line: NCI/ADR-RES. Synergy scores: CSS=36.7, Synergy_ZIP=-0.683, Synergy_Bliss=4.84, Synergy_Loewe=6.44, Synergy_HSA=8.82.